The task is: Predict the reactants needed to synthesize the given product.. This data is from Full USPTO retrosynthesis dataset with 1.9M reactions from patents (1976-2016). (1) Given the product [CH3:3][C:4]1[C:12]2[N:11]=[C:10]([CH2:13][CH2:14][CH3:15])[N:9]([CH2:27][C:25]([O:24][CH2:23][CH3:22])=[O:26])[C:8]=2[CH:7]=[C:6]([C:16]2[CH:21]=[CH:20][CH:19]=[CH:18][CH:17]=2)[CH:5]=1, predict the reactants needed to synthesize it. The reactants are: [H-].[Na+].[CH3:3][C:4]1[C:12]2[N:11]=[C:10]([CH2:13][CH2:14][CH3:15])[NH:9][C:8]=2[CH:7]=[C:6]([C:16]2[CH:21]=[CH:20][CH:19]=[CH:18][CH:17]=2)[CH:5]=1.[CH3:22][CH2:23][O:24][C:25]([CH2:27]Br)=[O:26]. (2) Given the product [C:10]([C:5]1[CH:4]=[C:3]([CH:8]=[C:7]([I:9])[CH:6]=1)[CH:2]=[O:16])([CH3:13])([CH3:12])[CH3:11], predict the reactants needed to synthesize it. The reactants are: Br[CH2:2][C:3]1[CH:8]=[C:7]([I:9])[CH:6]=[C:5]([C:10]([CH3:13])([CH3:12])[CH3:11])[CH:4]=1.CS(C)=[O:16].